From a dataset of NCI-60 drug combinations with 297,098 pairs across 59 cell lines. Regression. Given two drug SMILES strings and cell line genomic features, predict the synergy score measuring deviation from expected non-interaction effect. (1) Synergy scores: CSS=11.8, Synergy_ZIP=-2.22, Synergy_Bliss=2.36, Synergy_Loewe=-60.4, Synergy_HSA=-2.39. Cell line: MCF7. Drug 1: CC1=C(N=C(N=C1N)C(CC(=O)N)NCC(C(=O)N)N)C(=O)NC(C(C2=CN=CN2)OC3C(C(C(C(O3)CO)O)O)OC4C(C(C(C(O4)CO)O)OC(=O)N)O)C(=O)NC(C)C(C(C)C(=O)NC(C(C)O)C(=O)NCCC5=NC(=CS5)C6=NC(=CS6)C(=O)NCCC[S+](C)C)O. Drug 2: CC12CCC3C(C1CCC2OP(=O)(O)O)CCC4=C3C=CC(=C4)OC(=O)N(CCCl)CCCl.[Na+]. (2) Drug 1: C1=CN(C(=O)N=C1N)C2C(C(C(O2)CO)O)O.Cl. Drug 2: N.N.Cl[Pt+2]Cl. Cell line: OVCAR3. Synergy scores: CSS=47.7, Synergy_ZIP=2.44, Synergy_Bliss=7.30, Synergy_Loewe=0.778, Synergy_HSA=2.32.